Predict the reactants needed to synthesize the given product. From a dataset of Full USPTO retrosynthesis dataset with 1.9M reactions from patents (1976-2016). (1) Given the product [CH3:1][O:2][C:3]([C:5]1[C:6]([CH3:24])=[C:7]([C:15]([C:17]2[CH:18]=[N:19][N:20]([CH3:23])[C:21]=2[O:22][C:35]([S:34][CH2:33][CH3:32])=[O:36])=[O:16])[CH:8]=[CH:9][C:10]=1[S:11]([CH3:14])(=[O:13])=[O:12])=[O:4], predict the reactants needed to synthesize it. The reactants are: [CH3:1][O:2][C:3]([C:5]1[C:6]([CH3:24])=[C:7]([C:15]([C:17]2[CH:18]=[N:19][N:20]([CH3:23])[C:21]=2[OH:22])=[O:16])[CH:8]=[CH:9][C:10]=1[S:11]([CH3:14])(=[O:13])=[O:12])=[O:4].C(N(CC)CC)C.[CH3:32][CH2:33][S:34][C:35](Cl)=[O:36]. (2) Given the product [OH:8][C:9]1[CH:18]=[C:17]2[C:12]([CH:13]([CH2:19][C:20]([O:22][CH3:23])=[O:21])[CH2:14][O:15][CH2:16]2)=[CH:11][CH:10]=1, predict the reactants needed to synthesize it. The reactants are: COC1C=CC(C[O:8][C:9]2[CH:18]=[C:17]3[C:12]([CH:13]([CH2:19][C:20]([O:22][CH3:23])=[O:21])[CH2:14][O:15][CH2:16]3)=[CH:11][CH:10]=2)=CC=1. (3) Given the product [CH3:27][C:2]1[C:3]([C:18]([NH:20][C:21]2[CH:26]=[CH:25][CH:24]=[CH:23][CH:22]=2)=[O:19])=[N:4][C:5]([C:8]2[CH:13]=[CH:12][C:11]([S:14]([CH3:17])(=[O:16])=[O:15])=[CH:10][CH:9]=2)=[CH:6][N:7]=1, predict the reactants needed to synthesize it. The reactants are: Br[C:2]1[C:3]([C:18]([NH:20][C:21]2[CH:26]=[CH:25][CH:24]=[CH:23][CH:22]=2)=[O:19])=[N:4][C:5]([C:8]2[CH:13]=[CH:12][C:11]([S:14]([CH3:17])(=[O:16])=[O:15])=[CH:10][CH:9]=2)=[CH:6][N:7]=1.[C:27]1(P(C2C=CC=CC=2)C2C=CC=CC=2)C=CC=CC=1.Cl[Zn]C.